Dataset: Peptide-MHC class II binding affinity with 134,281 pairs from IEDB. Task: Regression. Given a peptide amino acid sequence and an MHC pseudo amino acid sequence, predict their binding affinity value. This is MHC class II binding data. (1) The peptide sequence is QNSSFIIDGPNTPEC. The MHC is DRB5_0101 with pseudo-sequence DRB5_0101. The binding affinity (normalized) is 0.448. (2) The peptide sequence is GQEKYTDYLTVMDRY. The MHC is DRB5_0101 with pseudo-sequence DRB5_0101. The binding affinity (normalized) is 0.320. (3) The peptide sequence is VLALGNQEGSLKTAL. The MHC is DRB3_0101 with pseudo-sequence DRB3_0101. The binding affinity (normalized) is 0. (4) The peptide sequence is EMGANFKADRVIDPR. The MHC is DRB1_0101 with pseudo-sequence DRB1_0101. The binding affinity (normalized) is 0. (5) The peptide sequence is QWFMNAVGHDWYLDP. The MHC is DRB1_0101 with pseudo-sequence DRB1_0101. The binding affinity (normalized) is 0.339. (6) The binding affinity (normalized) is 0.747. The MHC is HLA-DQA10102-DQB10502 with pseudo-sequence HLA-DQA10102-DQB10502. The peptide sequence is DKFTVFEAAFNDAIK. (7) The peptide sequence is ELYKYKVVKIEPLGV. The MHC is DRB3_0101 with pseudo-sequence DRB3_0101. The binding affinity (normalized) is 0.345. (8) The peptide sequence is DFNEFISFCNANPGL. The MHC is DRB1_1302 with pseudo-sequence DRB1_1302. The binding affinity (normalized) is 0.842. (9) The peptide sequence is FEAAFNDAIKASTGG. The MHC is HLA-DPA10201-DPB11401 with pseudo-sequence HLA-DPA10201-DPB11401. The binding affinity (normalized) is 0.321. (10) The peptide sequence is VEDEARRMWASAQNI. The MHC is DRB1_1101 with pseudo-sequence DRB1_1101. The binding affinity (normalized) is 0.245.